Dataset: Forward reaction prediction with 1.9M reactions from USPTO patents (1976-2016). Task: Predict the product of the given reaction. Given the reactants [Cl:1][C:2]1[C:3]([O:11][CH:12]2[CH2:15][N:14](C(C3C=CC=CC=3)C3C=CC=CC=3)[CH2:13]2)=[C:4]2[C:8](=[CH:9][CH:10]=1)[CH2:7][CH2:6][CH2:5]2.ClC(OC(Cl)C)=O.C(OCC)C, predict the reaction product. The product is: [ClH:1].[Cl:1][C:2]1[C:3]([O:11][CH:12]2[CH2:13][NH:14][CH2:15]2)=[C:4]2[C:8](=[CH:9][CH:10]=1)[CH2:7][CH2:6][CH2:5]2.